This data is from Serine/threonine kinase 33 screen with 319,792 compounds. The task is: Binary Classification. Given a drug SMILES string, predict its activity (active/inactive) in a high-throughput screening assay against a specified biological target. (1) The molecule is O(C1CCCCC1)C(=O)C(c1nc2c(nc1N1CCC(CC1)C)cccc2)C#N. The result is 0 (inactive). (2) The compound is S(c1n(nnn1)CCCC)CC(=O)Nc1ccc(F)cc1. The result is 0 (inactive). (3) The compound is O(c1cc(Cc2n[nH]c(nc2=O)NN\C=C2\C(=O)C=CC=C2)ccc1OC)C. The result is 0 (inactive). (4) The molecule is S(=O)(=O)(NCC(=O)N1CCCC1)c1cc(OC)ccc1. The result is 0 (inactive). (5) The result is 0 (inactive). The compound is S(=O)(=O)(N1CCN(S(=O)(=O)c2cc(c(cc2)C)C)CC1)N1CCCCC1. (6) The molecule is Clc1cc(N\C=C2/C=C(Cl)C=CC2=O)ccc1OC. The result is 0 (inactive).